This data is from Catalyst prediction with 721,799 reactions and 888 catalyst types from USPTO. The task is: Predict which catalyst facilitates the given reaction. (1) Reactant: Cl[C:2]1[C:3]2[CH:10]=[C:9]([CH:11]([CH3:13])[CH3:12])[S:8][C:4]=2[N:5]=[CH:6][N:7]=1.[CH:14]1([NH2:21])[CH2:19][CH2:18][CH:17]([NH2:20])[CH2:16][CH2:15]1. Product: [CH3:12][CH:11]([C:9]1[S:8][C:4]2[N:5]=[CH:6][N:7]=[C:2]([NH:20][CH:17]3[CH2:18][CH2:19][CH:14]([NH2:21])[CH2:15][CH2:16]3)[C:3]=2[CH:10]=1)[CH3:13]. The catalyst class is: 9. (2) Reactant: C[O:2][C:3](=[O:23])[CH:4]([C:11]1[CH:16]=[CH:15][C:14]([N:17]2[CH2:22][CH2:21][O:20][CH2:19][CH2:18]2)=[CH:13][CH:12]=1)[CH2:5][CH:6]1[CH2:10][CH2:9][CH2:8][CH2:7]1.[OH-].[Li+]. Product: [CH:6]1([CH2:5][CH:4]([C:11]2[CH:12]=[CH:13][C:14]([N:17]3[CH2:22][CH2:21][O:20][CH2:19][CH2:18]3)=[CH:15][CH:16]=2)[C:3]([OH:23])=[O:2])[CH2:10][CH2:9][CH2:8][CH2:7]1. The catalyst class is: 7. (3) Reactant: C(OC(=O)[NH:7][C@@H:8]([CH2:11][NH:12][C:13]1[C:22]2[C:17](=[CH:18][CH:19]=[CH:20][CH:21]=2)[N:16]=[C:15]([C:23]2[CH:28]=[C:27]([OH:29])[CH:26]=[CH:25][C:24]=2[OH:30])[N:14]=1)[CH2:9][CH3:10])(C)(C)C.C(=O)([O-])[O-].[K+].[K+].Cl.Cl[CH2:40][CH2:41][N:42]1[CH2:47][CH2:46][O:45][CH2:44][CH2:43]1. Product: [NH2:7][C@H:8]([CH2:9][CH3:10])[CH2:11][NH:12][C:13]1[C:22]2[C:17](=[CH:18][CH:19]=[CH:20][CH:21]=2)[N:16]=[C:15]([C:23]2[CH:28]=[C:27]([O:29][CH2:40][CH2:41][N:42]3[CH2:47][CH2:46][O:45][CH2:44][CH2:43]3)[CH:26]=[CH:25][C:24]=2[OH:30])[N:14]=1. The catalyst class is: 10. (4) Reactant: C(Cl)(=O)C(Cl)=O.CS(C)=O.[CH:11]1([C:17]2[C:25]3[C:20](=[CH:21][C:22]([C:26]([O:28][CH3:29])=[O:27])=[CH:23][CH:24]=3)[N:19]([CH2:30][C:31]#[CH:32])[C:18]=2[C:33]2[CH:38]=[CH:37][CH:36]=[CH:35][C:34]=2[CH2:39][OH:40])[CH2:16][CH2:15][CH2:14][CH2:13][CH2:12]1.CCN(CC)CC. Product: [CH:11]1([C:17]2[C:25]3[C:20](=[CH:21][C:22]([C:26]([O:28][CH3:29])=[O:27])=[CH:23][CH:24]=3)[N:19]([CH2:30][C:31]#[CH:32])[C:18]=2[C:33]2[CH:38]=[CH:37][CH:36]=[CH:35][C:34]=2[CH:39]=[O:40])[CH2:12][CH2:13][CH2:14][CH2:15][CH2:16]1. The catalyst class is: 2. (5) Reactant: [O:1]1[CH:5]=[N:4][N:3]=[C:2]1[C:6]1[CH:11]=[CH:10][C:9]([NH:12][C:13]2[N:18]=[C:17]([NH:19][C@H:20]([CH2:24][CH3:25])[C:21]([NH2:23])=[O:22])[CH:16]=[N:15][C:14]=2[C:26]#[N:27])=[CH:8][CH:7]=1.[OH-].[Na+].OO.CC(O)=[O:34]. Product: [O:1]1[CH:5]=[N:4][N:3]=[C:2]1[C:6]1[CH:11]=[CH:10][C:9]([NH:12][C:13]2[C:14]([C:26]([NH2:27])=[O:34])=[N:15][CH:16]=[C:17]([NH:19][C@H:20]([CH2:24][CH3:25])[C:21]([NH2:23])=[O:22])[N:18]=2)=[CH:8][CH:7]=1. The catalyst class is: 593. (6) Reactant: [CH3:1][C:2]1[CH:6]=[C:5]([CH3:7])[NH:4][N:3]=1.[H-].[Na+].Cl[C:11]1[N:16]=[C:15]([NH:17][C:18]2[CH:23]=[CH:22][C:21]([Cl:24])=[CH:20][CH:19]=2)[C:14]([N+:25]([O-:27])=[O:26])=[C:13]([NH:28][CH3:29])[CH:12]=1.O. Product: [Cl:24][C:21]1[CH:20]=[CH:19][C:18]([NH:17][C:15]2[C:14]([N+:25]([O-:27])=[O:26])=[C:13]([NH:28][CH3:29])[CH:12]=[C:11]([N:3]3[C:2]([CH3:1])=[CH:6][C:5]([CH3:7])=[N:4]3)[N:16]=2)=[CH:23][CH:22]=1. The catalyst class is: 7.